This data is from Forward reaction prediction with 1.9M reactions from USPTO patents (1976-2016). The task is: Predict the product of the given reaction. (1) Given the reactants [CH3:1][O:2][C:3]1[CH:24]=[CH:23][C:6]([CH2:7][N:8]2[C:12]([C:13]([O:15][CH3:16])=[O:14])=[CH:11][C:10]([N:17]3[C:21](=[O:22])[NH:20][N:19]=[CH:18]3)=[N:9]2)=[CH:5][CH:4]=1.[F:25][C:26]1[CH:33]=[CH:32][C:29]([CH2:30]Br)=[CH:28][CH:27]=1.C(=O)([O-])[O-].[K+].[K+], predict the reaction product. The product is: [F:25][C:26]1[CH:33]=[CH:32][C:29]([CH2:30][N:20]2[C:21](=[O:22])[N:17]([C:10]3[CH:11]=[C:12]([C:13]([O:15][CH3:16])=[O:14])[N:8]([CH2:7][C:6]4[CH:5]=[CH:4][C:3]([O:2][CH3:1])=[CH:24][CH:23]=4)[N:9]=3)[CH:18]=[N:19]2)=[CH:28][CH:27]=1. (2) Given the reactants [Br:1][C:2]1[N:7]=[C:6]([C:8](=O)[CH3:9])[CH:5]=[CH:4][CH:3]=1.[Cl-].[NH4+:12].[NH3:13].[C-:14]#N.[Na+], predict the reaction product. The product is: [NH2:12][C:8]([C:6]1[CH:5]=[CH:4][CH:3]=[C:2]([Br:1])[N:7]=1)([CH3:9])[C:14]#[N:13]. (3) Given the reactants [C:1]1([S:7](Cl)(=[O:9])=[O:8])[CH:6]=[CH:5][CH:4]=[CH:3][CH:2]=1.[CH2:11]([NH2:18])[C:12]1[CH:17]=[CH:16][CH:15]=[CH:14][CH:13]=1.CCN(CC)CC, predict the reaction product. The product is: [CH2:11]([NH:18][S:7]([C:1]1[CH:6]=[CH:5][CH:4]=[CH:3][CH:2]=1)(=[O:9])=[O:8])[C:12]1[CH:17]=[CH:16][CH:15]=[CH:14][CH:13]=1. (4) Given the reactants CC1(C)OCC(C2C=CC3C(=CC=C(OC4C=CC(OC5C=CC=CC=5)=CC=4)C=3)C=2)(N)CO1.[CH2:34]([O:41][C:42]1[CH:69]=[CH:68][C:45]([O:46][C:47]2[CH:48]=[C:49]3[C:54](=[CH:55][CH:56]=2)[CH:53]=[C:52]([C:57]2([N+:65]([O-])=O)[CH2:62][O:61][C:60]([CH3:64])([CH3:63])[O:59][CH2:58]2)[CH:51]=[CH:50]3)=[CH:44][CH:43]=1)[C:35]1[CH:40]=[CH:39][CH:38]=[CH:37][CH:36]=1, predict the reaction product. The product is: [CH2:34]([O:41][C:42]1[CH:69]=[CH:68][C:45]([O:46][C:47]2[CH:48]=[C:49]3[C:54](=[CH:55][CH:56]=2)[CH:53]=[C:52]([C:57]2([NH2:65])[CH2:58][O:59][C:60]([CH3:64])([CH3:63])[O:61][CH2:62]2)[CH:51]=[CH:50]3)=[CH:44][CH:43]=1)[C:35]1[CH:36]=[CH:37][CH:38]=[CH:39][CH:40]=1. (5) Given the reactants [CH3:1][C:2]1[C:7]([CH3:8])=[CH:6][C:5]([C:9]2[CH2:10][CH2:11][N:12]([C:15]([O:17][C:18]([CH3:21])([CH3:20])[CH3:19])=[O:16])[CH2:13][CH:14]=2)=[C:4]([C:22](=[O:25])[CH2:23][CH3:24])[CH:3]=1, predict the reaction product. The product is: [CH3:1][C:2]1[C:7]([CH3:8])=[CH:6][C:5]([CH:9]2[CH2:10][CH2:11][N:12]([C:15]([O:17][C:18]([CH3:19])([CH3:20])[CH3:21])=[O:16])[CH2:13][CH2:14]2)=[C:4]([C:22](=[O:25])[CH2:23][CH3:24])[CH:3]=1. (6) Given the reactants [Cr](Cl)([O-])(=O)=O.[NH+]1C=CC=CC=1.[C:12]([Si:16]([CH3:41])([CH3:40])[O:17][C@H:18]1[CH2:26][CH2:25][CH2:24][C@@:23]2([CH3:27])[C@H:19]1[CH2:20][CH2:21][C@@H:22]2[C@@:28]([CH3:39])([CH2:32][CH2:33][CH2:34][C:35]([CH3:38])([OH:37])[CH3:36])[CH2:29][CH2:30][OH:31])([CH3:15])([CH3:14])[CH3:13], predict the reaction product. The product is: [C:12]([Si:16]([CH3:40])([CH3:41])[O:17][C@H:18]1[CH2:26][CH2:25][CH2:24][C@@:23]2([CH3:27])[C@H:19]1[CH2:20][CH2:21][C@@H:22]2[C@@:28]([CH3:39])([CH2:32][CH2:33][CH2:34][C:35]([OH:37])([CH3:38])[CH3:36])[CH2:29][CH:30]=[O:31])([CH3:15])([CH3:14])[CH3:13]. (7) Given the reactants [Cl:1][C:2]1[CH:7]=[C:6]([Cl:8])[CH:5]=[CH:4][C:3]=1[C:9]1[C:14]([C:15]([O-])=[O:16])=[C:13]([CH3:18])[N:12]=[C:11]([C:19]2[CH:24]=[CH:23][CH:22]=[CH:21][CH:20]=2)[N:10]=1.CC(C[AlH]CC(C)C)C, predict the reaction product. The product is: [Cl:1][C:2]1[CH:7]=[C:6]([Cl:8])[CH:5]=[CH:4][C:3]=1[C:9]1[C:14]([CH2:15][OH:16])=[C:13]([CH3:18])[N:12]=[C:11]([C:19]2[CH:20]=[CH:21][CH:22]=[CH:23][CH:24]=2)[N:10]=1.